Dataset: Forward reaction prediction with 1.9M reactions from USPTO patents (1976-2016). Task: Predict the product of the given reaction. Given the reactants [CH3:1][O:2][C:3]([CH:5]1[CH2:13][CH2:12][CH2:11][CH2:10][C:7]2([CH2:9][CH2:8]2)[CH:6]1[OH:14])=[O:4].C(N(CC)CC)C.[C:22](OC(=O)C)(=[O:24])[CH3:23].C(=O)(O)[O-].[Na+], predict the reaction product. The product is: [CH3:1][O:2][C:3]([CH:5]1[CH2:13][CH2:12][CH2:11][CH2:10][C:7]2([CH2:9][CH2:8]2)[CH:6]1[O:14][C:22](=[O:24])[CH3:23])=[O:4].